Dataset: Forward reaction prediction with 1.9M reactions from USPTO patents (1976-2016). Task: Predict the product of the given reaction. (1) Given the reactants [C:1]([C:3]1[CH:18]=[CH:17][C:6]([CH:7]=[C:8]([C:14](=O)[CH3:15])[C:9]([O:11][CH2:12][CH3:13])=[O:10])=[CH:5][CH:4]=1)#[N:2].[NH:19]1[CH:23]=[N:22][C:21]([NH2:24])=[N:20]1.C(=O)(O)[O-].[Na+], predict the reaction product. The product is: [C:1]([C:3]1[CH:18]=[CH:17][C:6]([CH:7]2[N:20]3[N:19]=[CH:23][N:22]=[C:21]3[NH:24][C:14]([CH3:15])=[C:8]2[C:9]([O:11][CH2:12][CH3:13])=[O:10])=[CH:5][CH:4]=1)#[N:2]. (2) Given the reactants Cl[C:2]1[CH:7]=[C:6]([C:8]2[CH:13]=[CH:12][C:11]([C:14]([F:17])([F:16])[F:15])=[CH:10][CH:9]=2)[N:5]=[CH:4][N:3]=1.[CH:18]1[C:27]2[C:22](=[CH:23][CH:24]=[CH:25][C:26]=2[OH:28])[CH:21]=[CH:20][N:19]=1, predict the reaction product. The product is: [F:15][C:14]([F:17])([F:16])[C:11]1[CH:12]=[CH:13][C:8]([C:6]2[N:5]=[CH:4][N:3]=[C:2]([O:28][C:26]3[CH:25]=[CH:24][CH:23]=[C:22]4[C:27]=3[CH:18]=[N:19][CH:20]=[CH:21]4)[CH:7]=2)=[CH:9][CH:10]=1. (3) Given the reactants [OH:1][C:2]1[CH:10]=[CH:9][C:5]([C:6]([OH:8])=[O:7])=[CH:4][C:3]=1[N+:11]([O-:13])=[O:12].[CH3:14]O, predict the reaction product. The product is: [OH:1][C:2]1[CH:10]=[CH:9][C:5]([C:6]([O:8][CH3:14])=[O:7])=[CH:4][C:3]=1[N+:11]([O-:13])=[O:12].